Dataset: TCR-epitope binding with 47,182 pairs between 192 epitopes and 23,139 TCRs. Task: Binary Classification. Given a T-cell receptor sequence (or CDR3 region) and an epitope sequence, predict whether binding occurs between them. (1) The epitope is RAKFKQLL. The TCR CDR3 sequence is CASSSLDVAGYEQYF. Result: 1 (the TCR binds to the epitope). (2) The epitope is CINGVCWTV. The TCR CDR3 sequence is CASSQGQGAYEQYF. Result: 0 (the TCR does not bind to the epitope). (3) The epitope is RQLLFVVEV. The TCR CDR3 sequence is CASSLAGGPGDTQYF. Result: 1 (the TCR binds to the epitope). (4) The epitope is ITEEVGHTDLMAAY. The TCR CDR3 sequence is CASSEGTGSYNEQFF. Result: 0 (the TCR does not bind to the epitope). (5) The epitope is SLYNTVATL. The TCR CDR3 sequence is CASSSGTSGSDTQYF. Result: 0 (the TCR does not bind to the epitope). (6) The epitope is TPINLVRDL. The TCR CDR3 sequence is CATNEGDGGGTSYEQYF. Result: 0 (the TCR does not bind to the epitope).